This data is from Full USPTO retrosynthesis dataset with 1.9M reactions from patents (1976-2016). The task is: Predict the reactants needed to synthesize the given product. Given the product [Cl:6][C:7]1[CH:8]=[N:9][CH:10]=[C:11]([CH:15]=1)[C:12]([O:14][CH3:16])=[O:13], predict the reactants needed to synthesize it. The reactants are: OS(O)(=O)=O.[Cl:6][C:7]1[CH:8]=[N:9][CH:10]=[C:11]([CH:15]=1)[C:12]([OH:14])=[O:13].[CH3:16]O.